Predict the reaction yield, written as a fraction of the theoretical maximum amount of product (1.0 means a 100% yield; for example, 0.34 means a 34% yield). From a dataset of Reaction yield outcomes from USPTO patents with 853,638 reactions. (1) The reactants are [C:1]1([N:7]2[C:12](=[O:13])[C:11]3[S:14][CH:15]=[C:16]([C:17]4[CH:22]=[CH:21][CH:20]=[CH:19][CH:18]=4)[C:10]=3[N:9]=[CH:8]2)[CH:6]=[CH:5][CH:4]=[CH:3][CH:2]=1.NC1C(C2C=CC3[O:33][CH2:34][O:35]C=3C=2)=CSC=1C(OC)=O.[CH:42](OCC)(OCC)[O:43]CC.COC1C=CC(N)=CC=1. The catalyst is C(O)(=O)C. The product is [O:33]1[C:20]2[CH:21]=[CH:22][C:17]([C:16]3[C:10]4[N:9]=[CH:8][N:7]([C:1]5[CH:6]=[CH:5][C:4]([O:43][CH3:42])=[CH:3][CH:2]=5)[C:12](=[O:13])[C:11]=4[S:14][CH:15]=3)=[CH:18][C:19]=2[O:35][CH2:34]1. The yield is 0.652. (2) The reactants are [CH3:1][O:2][C:3](=[O:14])[C:4]1[CH:9]=[CH:8][C:7]([N+:10]([O-:12])=[O:11])=[CH:6][C:5]=1[OH:13].[H-].[Na+].[CH3:17]I. The catalyst is CN(C)C=O. The product is [CH3:1][O:2][C:3](=[O:14])[C:4]1[CH:9]=[CH:8][C:7]([N+:10]([O-:12])=[O:11])=[CH:6][C:5]=1[O:13][CH3:17]. The yield is 0.470. (3) The product is [Cl:24][C:25]1[CH:30]=[C:29]([CH2:31][N:32]2[C:40]3[C:35](=[C:36]([C@@H:41]([OH:43])[CH3:42])[CH:37]=[CH:38][CH:39]=3)[C:34]([F:44])([F:45])[C:33]2=[O:46])[CH:28]=[CH:27][N+:26]=1[O-:13]. The reactants are FC1(F)C2C(=CC=CC=2[C@@H]([OH:13])C)N(CC2C=CN=CC=2F)C1=O.[Cl:24][C:25]1[CH:30]=[C:29]([CH2:31][N:32]2[C:40]3[C:35](=[C:36]([C@@H:41]([OH:43])[CH3:42])[CH:37]=[CH:38][CH:39]=3)[C:34]([F:45])([F:44])[C:33]2=[O:46])[CH:28]=[CH:27][N:26]=1. No catalyst specified. The yield is 0.850. (4) The reactants are [CH2:1]([C:3]1[CH:12]=[C:11]([CH3:13])[CH:10]=[CH:9][C:4]=1[C:5](OC)=[O:6])[CH3:2].[H-].[H-].[H-].[H-].[Li+].[Al+3].O.[OH-].[Na+]. The catalyst is C1COCC1. The product is [CH2:1]([C:3]1[CH:12]=[C:11]([CH3:13])[CH:10]=[CH:9][C:4]=1[CH2:5][OH:6])[CH3:2]. The yield is 0.950. (5) The reactants are [N:1]1[CH:6]=[CH:5][CH:4]=[C:3]([C:7]2[CH:8]=[C:9]3[C:13](=[CH:14][CH:15]=2)[N:12](COCC[Si](C)(C)C)[N:11]=[CH:10]3)[CH:2]=1.C(N)CN. The catalyst is [F-].C([N+](CCCC)(CCCC)CCCC)CCC.C1COCC1. The product is [N:1]1[CH:6]=[CH:5][CH:4]=[C:3]([C:7]2[CH:8]=[C:9]3[C:13](=[CH:14][CH:15]=2)[NH:12][N:11]=[CH:10]3)[CH:2]=1. The yield is 0.640. (6) The reactants are Br[C:2]1[CH:7]=[CH:6][C:5]([Cl:8])=[CH:4][C:3]=1[CH3:9].[N:10]1([C:16]([O:18][C:19]([CH3:22])([CH3:21])[CH3:20])=[O:17])[CH2:15][CH2:14][NH:13][CH2:12][CH2:11]1.C(P(C(C)(C)C)C(C)(C)C)(C)(C)C.C(=O)([O-])[O-].[Cs+].[Cs+]. The catalyst is C1(C)C=CC=CC=1.[Pd].[Pd].C(=CC(C=CC1C=CC=CC=1)=O)C1C=CC=CC=1.C(=CC(C=CC1C=CC=CC=1)=O)C1C=CC=CC=1.C(=CC(C=CC1C=CC=CC=1)=O)C1C=CC=CC=1. The product is [C:19]([O:18][C:16]([N:10]1[CH2:15][CH2:14][N:13]([C:2]2[CH:7]=[CH:6][C:5]([Cl:8])=[CH:4][C:3]=2[CH3:9])[CH2:12][CH2:11]1)=[O:17])([CH3:22])([CH3:20])[CH3:21]. The yield is 0.200. (7) The reactants are [CH3:1][C:2]1[NH:3][C:4]([CH3:30])=[CH:5][C:6]=1[C:7]1[CH:8]=[C:9]([C:13]#[C:14][C@H:15]([CH:17]2[N:21]([CH3:22])[C:20](=[O:23])[CH2:19][CH:18]2[C:24]2[CH:29]=[CH:28][CH:27]=[CH:26][CH:25]=2)[OH:16])[CH:10]=[CH:11][CH:12]=1.N1[C:36]([CH3:37])=[CH:35]C=CC=1C.[Si:39](OS(C(F)(F)F)(=O)=O)(C(C)(C)C)([CH3:41])[CH3:40].O.[CH2:55](Cl)Cl. No catalyst specified. The product is [CH3:1][C:2]1[NH:3][C:4]([CH3:30])=[CH:5][C:6]=1[C:7]1[CH:8]=[C:9]([C:13]#[C:14][C@@:15]([O:16][SiH:39]([CH3:41])[CH3:40])([CH:17]2[N:21]([CH3:22])[C:20](=[O:23])[CH2:19][CH:18]2[C:24]2[CH:25]=[CH:26][CH:27]=[CH:28][CH:29]=2)[C:36]([CH3:35])([CH3:37])[CH3:55])[CH:10]=[CH:11][CH:12]=1. The yield is 0.470. (8) The reactants are [NH2:1][C:2]1[CH:7]=[CH:6][C:5]([C:8]2[C:16]3[C:15]([NH2:17])=[N:14][CH:13]=[N:12][C:11]=3[O:10][CH:9]=2)=[CH:4][CH:3]=1.[C:18]1([CH3:27])[CH:23]=[CH:22][C:21]([N:24]=[C:25]=[O:26])=[CH:20][CH:19]=1. The catalyst is ClCCl. The product is [NH2:17][C:15]1[C:16]2[C:8]([C:5]3[CH:4]=[CH:3][C:2]([NH:1][C:25]([NH:24][C:21]4[CH:22]=[CH:23][C:18]([CH3:27])=[CH:19][CH:20]=4)=[O:26])=[CH:7][CH:6]=3)=[CH:9][O:10][C:11]=2[N:12]=[CH:13][N:14]=1. The yield is 0.700.